From a dataset of Full USPTO retrosynthesis dataset with 1.9M reactions from patents (1976-2016). Predict the reactants needed to synthesize the given product. The reactants are: Cl[C:2]1[N:7]=[C:6]([C:8]2[N:13]=[CH:12][C:11]3[CH:14]=[N:15][N:16]([C:17]4[N:22]=[C:21]([N:23]5[CH2:28][CH2:27][N:26]([C:29]([O:31][C:32]([CH3:35])([CH3:34])[CH3:33])=[O:30])[CH2:25][CH2:24]5)[CH:20]=[CH:19][CH:18]=4)[C:10]=3[CH:9]=2)[CH:5]=[N:4][CH:3]=1.[CH:36]([B-](F)(F)F)=[CH2:37].[K+].C(N(CC)CC)C. Given the product [CH:36]([C:2]1[N:7]=[C:6]([C:8]2[N:13]=[CH:12][C:11]3[CH:14]=[N:15][N:16]([C:17]4[N:22]=[C:21]([N:23]5[CH2:28][CH2:27][N:26]([C:29]([O:31][C:32]([CH3:34])([CH3:35])[CH3:33])=[O:30])[CH2:25][CH2:24]5)[CH:20]=[CH:19][CH:18]=4)[C:10]=3[CH:9]=2)[CH:5]=[N:4][CH:3]=1)=[CH2:37], predict the reactants needed to synthesize it.